Dataset: Catalyst prediction with 721,799 reactions and 888 catalyst types from USPTO. Task: Predict which catalyst facilitates the given reaction. Reactant: [CH:1]([O:4][C:5]1[CH:6]=[CH:7][C:8]([NH2:14])=[C:9]([CH:13]=1)[C:10]([OH:12])=[O:11])([CH3:3])[CH3:2].[H-].[Na+].[CH3:17]I.OS([O-])(=O)=O.[K+].[O-]S([O-])(=O)=O.[Na+].[Na+]. Product: [CH3:17][O:11][C:10](=[O:12])[C:9]1[CH:13]=[C:5]([O:4][CH:1]([CH3:3])[CH3:2])[CH:6]=[CH:7][C:8]=1[NH2:14]. The catalyst class is: 3.